This data is from Peptide-MHC class I binding affinity with 185,985 pairs from IEDB/IMGT. The task is: Regression. Given a peptide amino acid sequence and an MHC pseudo amino acid sequence, predict their binding affinity value. This is MHC class I binding data. (1) The peptide sequence is SHYSHNPKL. The MHC is HLA-A26:03 with pseudo-sequence HLA-A26:03. The binding affinity (normalized) is 0.0847. (2) The peptide sequence is EEAQIQQEKNM. The MHC is Mamu-B01 with pseudo-sequence Mamu-B01. The binding affinity (normalized) is 0. (3) The peptide sequence is NLTEEMAAL. The MHC is HLA-A02:19 with pseudo-sequence HLA-A02:19. The binding affinity (normalized) is 0.0847. (4) The peptide sequence is APEEKYLSM. The MHC is HLA-A02:06 with pseudo-sequence HLA-A02:06. The binding affinity (normalized) is 0.0847.